Dataset: Catalyst prediction with 721,799 reactions and 888 catalyst types from USPTO. Task: Predict which catalyst facilitates the given reaction. (1) Reactant: [CH3:1][C:2]1[N:7]=[C:6]([NH2:8])[CH:5]=[N:4][CH:3]=1.C(=O)([O-])[O-].[K+].[K+].[Br:15][CH2:16][C:17](Br)=[O:18].Cl. The catalyst class is: 229. Product: [Br:15][CH2:16][C:17]([NH:8][C:6]1[CH:5]=[N:4][CH:3]=[C:2]([CH3:1])[N:7]=1)=[O:18]. (2) The catalyst class is: 2. Product: [C:1]1([S:7]([N:13]2[C:23]3[C:24]4[C:15]([CH2:16][NH:17][C:18](=[O:25])[C:19]=4[CH:20]=[CH:21][CH:22]=3)=[CH:14]2)(=[O:9])=[O:8])[CH:6]=[CH:5][CH:4]=[CH:3][CH:2]=1. Reactant: [C:1]1([S:7](Cl)(=[O:9])=[O:8])[CH:6]=[CH:5][CH:4]=[CH:3][CH:2]=1.[OH-].[Na+].[NH:13]1[C:23]2[C:24]3[C:15]([CH2:16][NH:17][C:18](=[O:25])[C:19]=3[CH:20]=[CH:21][CH:22]=2)=[CH:14]1. (3) Reactant: C(N(CC)CC)C.[CH3:8][O:9][C:10]([C:12]1[C:16]([NH2:17])=[CH:15][NH:14][N:13]=1)=[O:11].[Cl:18][C:19]1[CH:27]=[CH:26][CH:25]=[C:24]([Cl:28])[C:20]=1[C:21](Cl)=[O:22]. Product: [CH3:8][O:9][C:10]([C:12]1[C:16]([NH:17][C:21](=[O:22])[C:20]2[C:19]([Cl:18])=[CH:27][CH:26]=[CH:25][C:24]=2[Cl:28])=[CH:15][NH:14][N:13]=1)=[O:11]. The catalyst class is: 12. (4) Reactant: [F:1][C:2]1[CH:21]=[CH:20][C:5]([O:6][C:7]2[CH:16]=[CH:15][C:14]([N+:17]([O-])=O)=[CH:13][C:8]=2[C:9]([O:11][CH3:12])=[O:10])=[CH:4][C:3]=1[NH:22][C:23](=[O:35])[CH2:24][C:25]1[CH:30]=[CH:29][CH:28]=[C:27]([C:31]([F:34])([F:33])[F:32])[CH:26]=1.O1CCCC1. Product: [NH2:17][C:14]1[CH:15]=[CH:16][C:7]([O:6][C:5]2[CH:20]=[CH:21][C:2]([F:1])=[C:3]([NH:22][C:23](=[O:35])[CH2:24][C:25]3[CH:30]=[CH:29][CH:28]=[C:27]([C:31]([F:34])([F:32])[F:33])[CH:26]=3)[CH:4]=2)=[C:8]([CH:13]=1)[C:9]([O:11][CH3:12])=[O:10]. The catalyst class is: 129.